This data is from HIV replication inhibition screening data with 41,000+ compounds from the AIDS Antiviral Screen. The task is: Binary Classification. Given a drug SMILES string, predict its activity (active/inactive) in a high-throughput screening assay against a specified biological target. (1) The drug is CN(C)c1ccc(C(=NN)c2ccccc2)cc1. The result is 0 (inactive). (2) The compound is CCOC(=S)C=Cc1ccccc1. The result is 0 (inactive). (3) The result is 0 (inactive). The compound is O=P1(NCCCl)OCCCN1CCCl. (4) The compound is CC(=O)C1C(=O)C(=O)N(c2ccccc2C(C)C)C1=O. The result is 0 (inactive). (5) The compound is O=S(=O)(c1ccc(NC(=S)Nc2ccccc2)cc1)c1ccc(NC(=S)Nc2ccccc2)cc1. The result is 0 (inactive). (6) The drug is O=C(CCl)N1CCN(c2ccccn2)CC1. The result is 0 (inactive).